The task is: Predict which catalyst facilitates the given reaction.. This data is from Catalyst prediction with 721,799 reactions and 888 catalyst types from USPTO. (1) Reactant: [CH2:1]([C:7]1([CH2:21]O)[C:20]2[CH:19]=[CH:18][CH:17]=[CH:16][C:15]=2[O:14][C:13]2[C:8]1=[CH:9][CH:10]=[CH:11][CH:12]=2)[CH2:2][CH2:3][CH2:4][CH2:5][CH3:6].C1(P(C2C=CC=CC=2)C2C=CC=CC=2)C=CC=CC=1.C(OC(N=NC(OCC)=O)=O)C.C1(P([N:68]=[N+:69]=[N-:70])(C2C=CC=CC=2)=O)C=CC=CC=1. Product: [N:68]([CH2:21][C:7]1([CH2:1][CH2:2][CH2:3][CH2:4][CH2:5][CH3:6])[C:8]2[CH:9]=[CH:10][CH:11]=[CH:12][C:13]=2[O:14][C:15]2[C:20]1=[CH:19][CH:18]=[CH:17][CH:16]=2)=[N+:69]=[N-:70]. The catalyst class is: 20. (2) Reactant: [C:1](=[NH:21])([O:3][CH2:4][CH2:5][C:6]1[CH:11]=[CH:10][C:9]([O:12][C:13]2[CH:18]=[CH:17][C:16]([Cl:19])=[C:15]([CH3:20])[CH:14]=2)=[CH:8][CH:7]=1)[NH2:2].[CH2:22](/[C:24](=[CH:30]/O)/[C:25](OCC)=[O:26])[CH3:23].C([O-])([O-])=O.[K+].[K+]. Product: [Cl:19][C:16]1[CH:17]=[CH:18][C:13]([O:12][C:9]2[CH:8]=[CH:7][C:6]([CH2:5][CH2:4][O:3][C:1]3[NH:2][CH:30]=[C:24]([CH2:22][CH3:23])[C:25](=[O:26])[N:21]=3)=[CH:11][CH:10]=2)=[CH:14][C:15]=1[CH3:20]. The catalyst class is: 3. (3) Reactant: Br[CH:2]([C:4]1[O:5][C:6](=[O:11])[C:7]([CH3:10])([CH3:9])[N:8]=1)[CH3:3].[Cs].[C:13]([OH:20])(=[O:19])[CH2:14][CH2:15][CH2:16][C:17]#[CH:18]. Product: [C:13]([O:20][CH:2]([C:4]1[O:5][C:6](=[O:11])[C:7]([CH3:10])([CH3:9])[N:8]=1)[CH3:3])(=[O:19])[CH2:14][CH2:15][CH2:16][C:17]#[CH:18]. The catalyst class is: 3. (4) Reactant: [CH2:1]([O:8][C:9]1[N:14]2[CH:15]=[CH:16][N:17]=[C:13]2[CH:12]=[C:11]([C:18]2[CH:23]=[CH:22][CH:21]=[CH:20][CH:19]=2)[CH:10]=1)[C:2]1[CH:7]=[CH:6][CH:5]=[CH:4][CH:3]=1.[I:24]N1C(=O)CCC1=O. Product: [CH2:1]([O:8][C:9]1[N:14]2[C:15]([I:24])=[CH:16][N:17]=[C:13]2[CH:12]=[C:11]([C:18]2[CH:23]=[CH:22][CH:21]=[CH:20][CH:19]=2)[CH:10]=1)[C:2]1[CH:3]=[CH:4][CH:5]=[CH:6][CH:7]=1. The catalyst class is: 115. (5) Reactant: [C:1]([C:5]1[CH:6]=[C:7]([OH:11])[CH:8]=[CH:9][CH:10]=1)([CH3:4])([CH3:3])[CH3:2].C(N(CC)CC)C.[CH3:19][S:20](Cl)(=[O:22])=[O:21]. Product: [CH3:19][S:20]([O:11][C:7]1[CH:8]=[CH:9][CH:10]=[C:5]([C:1]([CH3:4])([CH3:2])[CH3:3])[CH:6]=1)(=[O:22])=[O:21]. The catalyst class is: 93. (6) Reactant: [NH2:1][C:2]1[C:10]2[C:5](=[N:6][C:7]([C:18]3[CH:23]=[CH:22][C:21]([Cl:24])=[CH:20][C:19]=3[Cl:25])=[C:8]([C:11]3[CH:16]=[CH:15][C:14]([Cl:17])=[CH:13][CH:12]=3)[CH:9]=2)[O:4][C:3]=1[C:26]([O:28][CH2:29][CH3:30])=[O:27].C(OCC)(=O)CO.C(=O)([O-])[O-].[Cs+].[Cs+]. Product: [Cl:17][C:14]1[CH:13]=[CH:12][C:11]([C:8]2[CH:9]=[C:10]([C:2]#[N:1])[C:5]([O:4][CH2:3][C:26]([O:28][CH2:29][CH3:30])=[O:27])=[N:6][C:7]=2[C:18]2[CH:23]=[CH:22][C:21]([Cl:24])=[CH:20][C:19]=2[Cl:25])=[CH:16][CH:15]=1. The catalyst class is: 11. (7) Reactant: Cl.[C:2]1([CH3:10])[CH:7]=[CH:6][C:5]([NH:8]N)=[CH:4][CH:3]=1.OS(O)(=O)=O.Cl.[OH-].[Na+].[CH3:19][N:20]1[CH2:26][CH2:25][CH2:24][C:23](=O)[CH2:22][CH2:21]1. Product: [CH3:19][N:20]1[CH2:26][CH2:25][C:24]2[C:6]3[CH:7]=[C:2]([CH3:10])[CH:3]=[CH:4][C:5]=3[NH:8][C:23]=2[CH2:22][CH2:21]1. The catalyst class is: 12. (8) Reactant: [OH:1][C:2]1[CH:7]=[CH:6][C:5]([C:8]2([CH3:20])[C:17](=[O:18])[C:16]3[C:11](=[CH:12][CH:13]=[CH:14][CH:15]=3)[NH:10][C:9]2=[O:19])=[CH:4][C:3]=1[O:21]C.B(Br)(Br)Br.CCCCCC. Product: [OH:21][C:3]1[CH:4]=[C:5]([C:8]2([CH3:20])[C:17](=[O:18])[C:16]3[C:11](=[CH:12][CH:13]=[CH:14][CH:15]=3)[NH:10][C:9]2=[O:19])[CH:6]=[CH:7][C:2]=1[OH:1]. The catalyst class is: 25. (9) Product: [CH3:43][N:44]([CH3:45])[CH2:2][CH2:3][O:4][C:5]1[CH:6]=[C:7]2[C:12](=[CH:13][C:14]=1[O:15][CH3:16])[N:11]=[C:10]([C:17]1[CH:22]=[CH:21][C:20]([C:23]3[CH:28]=[CH:27][CH:26]=[CH:25][CH:24]=3)=[C:19]([F:29])[CH:18]=1)[N:9]=[C:8]2[NH:30][C:31]1[CH:32]=[C:33]2[C:37](=[CH:38][CH:39]=1)[NH:36][N:35]=[CH:34]2. Reactant: Cl[CH2:2][CH2:3][O:4][C:5]1[CH:6]=[C:7]2[C:12](=[CH:13][C:14]=1[O:15][CH3:16])[N:11]=[C:10]([C:17]1[CH:22]=[CH:21][C:20]([C:23]3[CH:28]=[CH:27][CH:26]=[CH:25][CH:24]=3)=[C:19]([F:29])[CH:18]=1)[N:9]=[C:8]2[NH:30][C:31]1[CH:32]=[C:33]2[C:37](=[CH:38][CH:39]=1)[N:36](C([O-])=O)[N:35]=[CH:34]2.[CH3:43][NH:44][CH3:45].O. The catalyst class is: 16. (10) Reactant: FC1C=CC(C(=O)CBr)=CC=1.[CH3:12][O:13][C:14]([C:16]1[C:17]([C:34]2[CH:39]=[CH:38][CH:37]=[CH:36][C:35]=2[N+:40]([O-:42])=[O:41])=[CH:18][CH:19]=[C:20]([C:22]2[S:23][CH:24]=[C:25]([C:27]3[CH:32]=[CH:31][C:30]([F:33])=[CH:29][CH:28]=3)[N:26]=2)[CH:21]=1)=[O:15].COC(C1C(C2C=CC=CC=2[N+]([O-])=O)=CC=C(C(=S)N)C=1)=O. Product: [CH3:12][O:13][C:14]([C:16]1[C:17]([C:34]2[CH:39]=[CH:38][CH:37]=[CH:36][C:35]=2[N+:40]([O-:42])=[O:41])=[CH:18][CH:19]=[C:20]([C:22]2[S:23][CH:24]=[C:25]([C:27]3[CH:28]=[CH:29][C:30]([F:33])=[CH:31][CH:32]=3)[N:26]=2)[CH:21]=1)=[O:15]. The catalyst class is: 8.